This data is from Full USPTO retrosynthesis dataset with 1.9M reactions from patents (1976-2016). The task is: Predict the reactants needed to synthesize the given product. (1) Given the product [F:1][C:2]1[CH:3]=[C:4]([C:8]2[N:9]=[C:10]3[NH:21][C:23]([CH3:24])=[N:20][C:11]3=[N:12][C:13]=2[C:14]2[CH:19]=[CH:18][N:17]=[CH:16][CH:15]=2)[CH:5]=[CH:6][CH:7]=1, predict the reactants needed to synthesize it. The reactants are: [F:1][C:2]1[CH:3]=[C:4]([C:8]2[N:9]=[C:10]([NH2:21])[C:11]([NH2:20])=[N:12][C:13]=2[C:14]2[CH:19]=[CH:18][N:17]=[CH:16][CH:15]=2)[CH:5]=[CH:6][CH:7]=1.O.[C:23](OC(=O)C)(=O)[CH3:24]. (2) Given the product [F:11][C:5]1[CH:6]=[C:7]([N+:8]([O-:10])=[O:9])[C:2]([CH:12]=[CH2:13])=[N:3][CH:4]=1, predict the reactants needed to synthesize it. The reactants are: Br[C:2]1[C:7]([N+:8]([O-:10])=[O:9])=[CH:6][C:5]([F:11])=[CH:4][N:3]=1.[CH2:12]([Sn](CCCC)(CCCC)C=C)[CH2:13]CC.O. (3) Given the product [ClH:26].[NH2:7][C@@:8]12[CH2:15][C@@:12]([NH:16][C:17]([C:19]3[CH:24]=[N:23][CH:22]=[CH:21][N:20]=3)=[O:18])([CH2:13][CH2:14]1)[CH2:11][CH2:10][CH2:9]2, predict the reactants needed to synthesize it. The reactants are: C(OC(=O)[NH:7][C@@:8]12[CH2:15][C@@:12]([NH:16][C:17]([C:19]3[CH:24]=[N:23][CH:22]=[CH:21][N:20]=3)=[O:18])([CH2:13][CH2:14]1)[CH2:11][CH2:10][CH2:9]2)(C)(C)C.[ClH:26].